This data is from Reaction yield outcomes from USPTO patents with 853,638 reactions. The task is: Predict the reaction yield, written as a fraction of the theoretical maximum amount of product (1.0 means a 100% yield; for example, 0.34 means a 34% yield). The reactants are [NH:1]([C:8]1[N:9]([C:21]2[CH:26]=[CH:25][CH:24]=[CH:23][CH:22]=2)[C:10]2[C:15]([C:16](=[O:18])[CH:17]=1)=[CH:14][C:13]([F:19])=[C:12](Cl)[N:11]=2)[C:2]1[CH:7]=[CH:6][CH:5]=[CH:4][CH:3]=1.[C:27]([O-:30])([O-])=[O:28].[Cs+].[Cs+].[CH3:33][CH2:34]O. The catalyst is CN(C=O)C.CC([O-])=O.CC([O-])=O.[Pd+2].C1C=CC(P(C2C=CC=CC=2)CCCP(C2C=CC=CC=2)C2C=CC=CC=2)=CC=1. The product is [NH:1]([C:8]1[N:9]([C:21]2[CH:26]=[CH:25][CH:24]=[CH:23][CH:22]=2)[C:10]2[N:11]=[C:12]([C:27]([O:30][CH2:33][CH3:34])=[O:28])[C:13]([F:19])=[CH:14][C:15]=2[C:16](=[O:18])[CH:17]=1)[C:2]1[CH:7]=[CH:6][CH:5]=[CH:4][CH:3]=1. The yield is 0.810.